Dataset: NCI-60 drug combinations with 297,098 pairs across 59 cell lines. Task: Regression. Given two drug SMILES strings and cell line genomic features, predict the synergy score measuring deviation from expected non-interaction effect. Drug 1: CC1C(C(CC(O1)OC2CC(CC3=C2C(=C4C(=C3O)C(=O)C5=C(C4=O)C(=CC=C5)OC)O)(C(=O)CO)O)N)O.Cl. Drug 2: CN(C)N=NC1=C(NC=N1)C(=O)N. Cell line: UO-31. Synergy scores: CSS=13.4, Synergy_ZIP=-2.49, Synergy_Bliss=1.85, Synergy_Loewe=-1.28, Synergy_HSA=-1.70.